The task is: Predict the reactants needed to synthesize the given product.. This data is from Full USPTO retrosynthesis dataset with 1.9M reactions from patents (1976-2016). (1) Given the product [CH2:36]([NH:43][C:22]1[S:23]/[C:19](=[CH:18]\[C:16]2[O:17][C:10]3[C:9]([C:6]4[CH:5]=[CH:4][C:3]([O:2][CH3:1])=[CH:8][CH:7]=4)=[CH:14][N:13]=[CH:12][C:11]=3[CH:15]=2)/[C:20](=[O:26])[N:21]=1)[C:37]1[CH:42]=[CH:41][CH:40]=[CH:39][CH:38]=1, predict the reactants needed to synthesize it. The reactants are: [CH3:1][O:2][C:3]1[CH:8]=[CH:7][C:6]([C:9]2[C:10]3[O:17][C:16](/[CH:18]=[C:19]4/[C:20](=[O:26])[N:21]=[C:22](SC)[S:23]/4)=[CH:15][C:11]=3[CH:12]=[N:13][CH:14]=2)=[CH:5][CH:4]=1.C(N(C(C)C)CC)(C)C.[CH2:36]([NH2:43])[C:37]1[CH:42]=[CH:41][CH:40]=[CH:39][CH:38]=1. (2) Given the product [Cl:12][C:11]1[C:10]2[C:5](=[CH:6][CH:7]=[CH:8][CH:9]=2)[N:4]=[CH:3][C:2]=1[NH:1][C:20](=[O:24])[CH:21]([CH3:23])[CH3:22], predict the reactants needed to synthesize it. The reactants are: [NH2:1][C:2]1[CH:3]=[N:4][C:5]2[C:10]([C:11]=1[Cl:12])=[CH:9][CH:8]=[CH:7][CH:6]=2.C(N(CC)CC)C.[C:20](Cl)(=[O:24])[CH:21]([CH3:23])[CH3:22]. (3) Given the product [F:39][C:18]([F:17])([F:38])[C:19]1[CH:33]=[C:32]([C:34]([F:37])([F:36])[F:35])[CH:31]=[CH:30][C:20]=1[CH2:21][N:22]1[CH2:27][CH2:26][CH:25](/[CH:28]=[C:10]2/[C:6]([NH:5][C@@H:4]([C:3]([N:2]([CH3:1])[CH3:16])=[O:15])[CH2:12][O:13][CH3:14])=[N:7][C:8](=[O:11])[S:9]/2)[CH2:24][CH2:23]1, predict the reactants needed to synthesize it. The reactants are: [CH3:1][N:2]([CH3:16])[C:3](=[O:15])[C@@H:4]([CH2:12][O:13][CH3:14])[NH:5][C:6]1[CH2:10][S:9][C:8](=[O:11])[N:7]=1.[F:17][C:18]([F:39])([F:38])[C:19]1[CH:33]=[C:32]([C:34]([F:37])([F:36])[F:35])[CH:31]=[CH:30][C:20]=1[CH2:21][N:22]1[CH2:27][CH2:26][CH:25]([CH:28]=O)[CH2:24][CH2:23]1.C([O-])(=O)C.[NH2+]1CCCCC1. (4) Given the product [F:18][C@H:16]1[CH2:15][N:14]([S:19]([C:22]2[CH:27]=[CH:26][C:25]([F:28])=[CH:24][CH:23]=2)(=[O:21])=[O:20])[C@H:13]([C:11]([NH:10][CH2:9][C:4]2[CH:3]=[C:2]([N:33]3[CH:32]=[C:31]([C:30]([F:37])([F:36])[F:29])[CH:35]=[N:34]3)[CH:7]=[C:6]([F:8])[CH:5]=2)=[O:12])[CH2:17]1, predict the reactants needed to synthesize it. The reactants are: Br[C:2]1[CH:3]=[C:4]([CH2:9][NH:10][C:11]([C@@H:13]2[CH2:17][C@@H:16]([F:18])[CH2:15][N:14]2[S:19]([C:22]2[CH:27]=[CH:26][C:25]([F:28])=[CH:24][CH:23]=2)(=[O:21])=[O:20])=[O:12])[CH:5]=[C:6]([F:8])[CH:7]=1.[F:29][C:30]([F:37])([F:36])[C:31]1[CH:32]=[N:33][NH:34][CH:35]=1.CNCCNC.C(=O)([O-])[O-].[K+].[K+]. (5) Given the product [F:21][C:22]1[CH:23]=[C:24]([C:2]2[CH:3]=[CH:4][C:5]([CH3:20])=[C:6]([CH:8]3[C:9](=[O:19])[C:10]([CH3:18])([CH3:17])[O:11][C:12]([CH3:15])([CH3:16])[C:13]3=[O:14])[CH:7]=2)[CH:25]=[CH:26][C:27]=1[F:28], predict the reactants needed to synthesize it. The reactants are: Cl[C:2]1[CH:3]=[CH:4][C:5]([CH3:20])=[C:6]([CH:8]2[C:13](=[O:14])[C:12]([CH3:16])([CH3:15])[O:11][C:10]([CH3:18])([CH3:17])[C:9]2=[O:19])[CH:7]=1.[F:21][C:22]1[CH:23]=[C:24](B(O)O)[CH:25]=[CH:26][C:27]=1[F:28].P([O-])([O-])([O-])=O.[K+].[K+].[K+].Cl. (6) Given the product [NH2:6][CH2:5][CH:4]([OH:14])[C:3]([N:2]([CH3:16])[CH3:1])=[O:15], predict the reactants needed to synthesize it. The reactants are: [CH3:1][N:2]([CH3:16])[C:3](=[O:15])[CH:4]([OH:14])[CH2:5][NH:6]C(=O)OC(C)(C)C.C(O)(C(F)(F)F)=O. (7) Given the product [Cl:1][C:2]1[N:7]=[C:6]([CH3:10])[C:5]([CH3:9])=[CH:4][N:3]=1, predict the reactants needed to synthesize it. The reactants are: [Cl:1][C:2]1[N:7]=[C:6](Cl)[C:5]([CH3:9])=[CH:4][N:3]=1.[CH3:10]N1CCCC1=O.C[Mg]Br. (8) Given the product [CH3:1][O:2][C:3]([C:5]1[CH:6]=[C:7]([C:21]2[CH:22]=[CH:23][C:24]([C:25](=[O:28])[NH:26][CH3:27])=[C:19]([Cl:18])[CH:20]=2)[CH:8]=[C:9]2[C:14]=1[O:13][C:12]([CH3:16])([CH3:15])[CH:11]=[CH:10]2)=[O:4], predict the reactants needed to synthesize it. The reactants are: [CH3:1][O:2][C:3]([C:5]1[CH:6]=[C:7](I)[CH:8]=[C:9]2[C:14]=1[O:13][C:12]([CH3:16])([CH3:15])[CH:11]=[CH:10]2)=[O:4].[Cl:18][C:19]1[CH:20]=[C:21](B(O)O)[CH:22]=[CH:23][C:24]=1[C:25](=[O:28])[NH:26][CH3:27].C(=O)([O-])[O-].[Na+].[Na+].